This data is from Reaction yield outcomes from USPTO patents with 853,638 reactions. The task is: Predict the reaction yield, written as a fraction of the theoretical maximum amount of product (1.0 means a 100% yield; for example, 0.34 means a 34% yield). (1) The reactants are [CH2:1]([O:23][C:24]1[CH:29]=[CH:28][C:27]([CH:30]([NH:60]C(=O)OCC)[C:31]2[CH:36]=[CH:35][C:34]([O:37][CH2:38][CH2:39][CH2:40][CH2:41][CH2:42][CH2:43][CH2:44][CH2:45][CH2:46][CH2:47][CH2:48][CH2:49][CH2:50][CH2:51][CH2:52][CH2:53][CH2:54][CH2:55][CH2:56][CH2:57][CH2:58][CH3:59])=[CH:33][CH:32]=2)=[CH:26][CH:25]=1)[CH2:2][CH2:3][CH2:4][CH2:5][CH2:6][CH2:7][CH2:8][CH2:9][CH2:10][CH2:11][CH2:12][CH2:13][CH2:14][CH2:15][CH2:16][CH2:17][CH2:18][CH2:19][CH2:20][CH2:21][CH3:22].C1(C)C=CC=CC=1.C(O)C.[OH-].[Na+]. The catalyst is C(OCC)(=O)C.CCCCCC.O. The product is [CH2:1]([O:23][C:24]1[CH:25]=[CH:26][C:27]([CH:30]([NH2:60])[C:31]2[CH:36]=[CH:35][C:34]([O:37][CH2:38][CH2:39][CH2:40][CH2:41][CH2:42][CH2:43][CH2:44][CH2:45][CH2:46][CH2:47][CH2:48][CH2:49][CH2:50][CH2:51][CH2:52][CH2:53][CH2:54][CH2:55][CH2:56][CH2:57][CH2:58][CH3:59])=[CH:33][CH:32]=2)=[CH:28][CH:29]=1)[CH2:2][CH2:3][CH2:4][CH2:5][CH2:6][CH2:7][CH2:8][CH2:9][CH2:10][CH2:11][CH2:12][CH2:13][CH2:14][CH2:15][CH2:16][CH2:17][CH2:18][CH2:19][CH2:20][CH2:21][CH3:22]. The yield is 0.980. (2) The reactants are [C:1](N1C=CN=C1)(N1C=CN=C1)=[O:2].N12CCCN=C1CCCCC2.CN(C)C=O.[CH2:29]([C:33]1[N:34]=[C:35]([CH3:63])[N:36]([C:57]2[CH:62]=[CH:61][CH:60]=[CH:59][N:58]=2)[C:37](=[O:56])[C:38]=1[CH2:39][C:40]1[CH:41]=[CH:42][C:43]([C:46]2[CH:55]=[CH:54][CH:53]=[CH:52][C:47]=2[C:48](=[N:50][OH:51])[NH2:49])=[N:44][CH:45]=1)[CH2:30][CH2:31][CH3:32]. The catalyst is O. The product is [CH2:29]([C:33]1[N:34]=[C:35]([CH3:63])[N:36]([C:57]2[CH:62]=[CH:61][CH:60]=[CH:59][N:58]=2)[C:37](=[O:56])[C:38]=1[CH2:39][C:40]1[CH:41]=[CH:42][C:43]([C:46]2[CH:55]=[CH:54][CH:53]=[CH:52][C:47]=2[C:48]2[NH:49][C:1](=[O:2])[O:51][N:50]=2)=[N:44][CH:45]=1)[CH2:30][CH2:31][CH3:32]. The yield is 0.350.